Task: Regression. Given two drug SMILES strings and cell line genomic features, predict the synergy score measuring deviation from expected non-interaction effect.. Dataset: NCI-60 drug combinations with 297,098 pairs across 59 cell lines (1) Drug 1: CS(=O)(=O)CCNCC1=CC=C(O1)C2=CC3=C(C=C2)N=CN=C3NC4=CC(=C(C=C4)OCC5=CC(=CC=C5)F)Cl. Drug 2: CN(CC1=CN=C2C(=N1)C(=NC(=N2)N)N)C3=CC=C(C=C3)C(=O)NC(CCC(=O)O)C(=O)O. Cell line: SF-268. Synergy scores: CSS=47.2, Synergy_ZIP=5.26, Synergy_Bliss=5.46, Synergy_Loewe=-31.7, Synergy_HSA=3.85. (2) Drug 1: CC12CCC(CC1=CCC3C2CCC4(C3CC=C4C5=CN=CC=C5)C)O. Cell line: KM12. Drug 2: CC(C)(C#N)C1=CC(=CC(=C1)CN2C=NC=N2)C(C)(C)C#N. Synergy scores: CSS=1.62, Synergy_ZIP=-5.85, Synergy_Bliss=-8.66, Synergy_Loewe=-9.96, Synergy_HSA=-9.78.